Predict the reaction yield, written as a fraction of the theoretical maximum amount of product (1.0 means a 100% yield; for example, 0.34 means a 34% yield). From a dataset of Reaction yield outcomes from USPTO patents with 853,638 reactions. The reactants are [C:1]1(C2C=CC=CC=2O)C=CC=C[CH:2]=1.C(=O)([O-])[O-].[Cs+].[Cs+].[C:20]([O:26][CH2:27][CH3:28])(=[O:25])[CH2:21][C:22]([O-:24])=[O:23].[Cl:29][C:30]1[CH:35]=[C:34]([F:36])[C:33](I)=[CH:32][C:31]=1[F:38].O1CCCC1. The catalyst is [NH4+].[Cl-].CCOC(C)=O.[Cu]I. The product is [Cl:29][C:30]1[C:31]([F:38])=[CH:32][C:33]([CH:21]([C:22]([O:24][CH2:1][CH3:2])=[O:23])[C:20]([O:26][CH2:27][CH3:28])=[O:25])=[C:34]([F:36])[CH:35]=1. The yield is 0.580.